This data is from Reaction yield outcomes from USPTO patents with 853,638 reactions. The task is: Predict the reaction yield, written as a fraction of the theoretical maximum amount of product (1.0 means a 100% yield; for example, 0.34 means a 34% yield). The reactants are C([O:4][C@H:5]([CH3:28])[CH2:6][CH2:7][CH2:8][CH2:9][N:10]1[C:19](=[O:20])[C:18]2[N:17]([CH3:21])[CH:16]=[N:15][C:14]=2[N:13]([CH2:22][C:23]2[O:24][CH:25]=[CH:26][CH:27]=2)[C:11]1=[O:12])(=O)C.Cl.O1CCOCC1. The catalyst is CO. The product is [O:24]1[CH:25]=[CH:26][CH:27]=[C:23]1[CH2:22][N:13]1[C:14]2[N:15]=[CH:16][N:17]([CH3:21])[C:18]=2[C:19](=[O:20])[N:10]([CH2:9][CH2:8][CH2:7][CH2:6][C@H:5]([OH:4])[CH3:28])[C:11]1=[O:12]. The yield is 0.800.